The task is: Predict the reactants needed to synthesize the given product.. This data is from Full USPTO retrosynthesis dataset with 1.9M reactions from patents (1976-2016). (1) Given the product [NH2:22][C:23]1[N:24]=[CH:25][C:26]([C:16]2[CH:17]=[CH:18][C:12]3[O:11][CH2:10][CH2:9][N:8]([C:6]([O:5][C:1]([CH3:4])([CH3:3])[CH3:2])=[O:7])[CH2:14][C:13]=3[CH:15]=2)=[CH:27][CH:28]=1, predict the reactants needed to synthesize it. The reactants are: [C:1]([O:5][C:6]([N:8]1[CH2:14][C:13]2[CH:15]=[C:16](B(O)O)[CH:17]=[CH:18][C:12]=2[O:11][CH2:10][CH2:9]1)=[O:7])([CH3:4])([CH3:3])[CH3:2].[NH2:22][C:23]1[CH:28]=[CH:27][C:26](Br)=[CH:25][N:24]=1.C(=O)([O-])[O-].[K+].[K+]. (2) Given the product [Cl:1][S:2]([C:5]1[CH:6]=[C:7]([CH:11]=[CH:12][CH:13]=1)[C:8]([O:21][CH2:14][C:15]1[CH:20]=[CH:19][CH:18]=[CH:17][CH:16]=1)=[O:9])(=[O:4])=[O:3], predict the reactants needed to synthesize it. The reactants are: [Cl:1][S:2]([C:5]1[CH:6]=[C:7]([CH:11]=[CH:12][CH:13]=1)[C:8](Cl)=[O:9])(=[O:4])=[O:3].[CH2:14]([OH:21])[C:15]1[CH:20]=[CH:19][CH:18]=[CH:17][CH:16]=1.N1C=CC=CC=1. (3) Given the product [O:1]=[C:2]1[NH:7][C:6]2[CH:8]=[C:9]([C:12]([O:14][CH2:18][CH3:19])=[O:13])[CH:10]=[CH:11][C:5]=2[O:4][CH2:3]1, predict the reactants needed to synthesize it. The reactants are: [O:1]=[C:2]1[NH:7][C:6]2[CH:8]=[C:9]([C:12]([OH:14])=[O:13])[CH:10]=[CH:11][C:5]=2[O:4][CH2:3]1.Cl.CN(C)[CH2:18][CH2:19]CN=C=NCC.O.ON1C2C=CC=CC=2N=N1.C(N(CC)CC)C.C(O)C.FC(F)(F)C(O)=O. (4) Given the product [CH3:10][C:1]1[CH:6]=[C:5]2[C:4]([CH2:7][CH2:8][NH:9][CH:11]2[C:12]2[CH:17]=[CH:16][CH:15]=[CH:14][CH:13]=2)=[CH:3][CH:2]=1, predict the reactants needed to synthesize it. The reactants are: [C:1]1([CH3:10])[CH:6]=[CH:5][C:4]([CH2:7][CH2:8][NH2:9])=[CH:3][CH:2]=1.[CH:11](=O)[C:12]1[CH:17]=[CH:16][CH:15]=[CH:14][CH:13]=1.C([O-])([O-])=O.[K+].[K+]. (5) Given the product [F:1][C:2]1[CH:3]=[C:4]([C:9]2[N:13]=[C:12]([NH:14][C:20](=[O:21])[C:19]3[CH:23]=[CH:24][C:16]([I:15])=[CH:17][CH:18]=3)[S:11][N:10]=2)[CH:5]=[CH:6][C:7]=1[F:8], predict the reactants needed to synthesize it. The reactants are: [F:1][C:2]1[CH:3]=[C:4]([C:9]2[N:13]=[C:12]([NH2:14])[S:11][N:10]=2)[CH:5]=[CH:6][C:7]=1[F:8].[I:15][C:16]1[CH:24]=[CH:23][C:19]([C:20](Cl)=[O:21])=[CH:18][CH:17]=1.CN(C1C=CC=CN=1)C.